Dataset: Forward reaction prediction with 1.9M reactions from USPTO patents (1976-2016). Task: Predict the product of the given reaction. (1) Given the reactants FC(F)(F)S([O:6][S:7]([C:10]([F:13])([F:12])[F:11])(=[O:9])=[O:8])(=O)=O.[CH3:16][O:17][C:18]([C:20]1[S:24][C:23]2[CH:25]=[C:26]([C:29]([O:31][C:32]([CH3:35])([CH3:34])[CH3:33])=[O:30])[CH:27]=[CH:28][C:22]=2[C:21]=1O)=[O:19].O.CCOC(C)=O, predict the reaction product. The product is: [CH3:16][O:17][C:18]([C:20]1[S:24][C:23]2[CH:25]=[C:26]([C:29]([O:31][C:32]([CH3:35])([CH3:34])[CH3:33])=[O:30])[CH:27]=[CH:28][C:22]=2[C:21]=1[O:6][S:7]([C:10]([F:11])([F:12])[F:13])(=[O:8])=[O:9])=[O:19]. (2) Given the reactants [C:1]([O:5][C:6]([N:8]1[CH2:13][CH2:12][CH2:11][C@@H:10]([OH:14])[CH2:9]1)=[O:7])([CH3:4])([CH3:3])[CH3:2].[H-].[Na+].[CH3:17]I, predict the reaction product. The product is: [C:1]([O:5][C:6]([N:8]1[CH2:13][CH2:12][CH2:11][C@@H:10]([O:14][CH3:17])[CH2:9]1)=[O:7])([CH3:4])([CH3:2])[CH3:3]. (3) Given the reactants NC(N)=O.[CH:5]1([NH:8][S:9]([C:12]2[C:17]([Cl:18])=[CH:16][CH:15]=[C:14]([NH2:19])[C:13]=2[OH:20])(=[O:11])=[O:10])[CH2:7][CH2:6]1.[Cl:21][C:22]1[C:27]([Cl:28])=[CH:26][CH:25]=[CH:24][C:23]=1[N:29]=[C:30]=[O:31], predict the reaction product. The product is: [Cl:18][C:17]1[CH:16]=[CH:15][C:14]([NH:19][C:30]([NH:29][C:23]2[CH:24]=[CH:25][CH:26]=[C:27]([Cl:28])[C:22]=2[Cl:21])=[O:31])=[C:13]([OH:20])[C:12]=1[S:9]([NH:8][CH:5]1[CH2:7][CH2:6]1)(=[O:11])=[O:10]. (4) Given the reactants [CH3:1][C:2]1[NH:3][C:4]2[C:9]([C:10]=1[C:11]([OH:13])=O)=[CH:8][CH:7]=[CH:6][CH:5]=2.C(Cl)CCl.C1C=CC2N(O)N=NC=2C=1.CCN(CC)CC.[CH2:35]([C:42]1([OH:48])[CH2:47][CH2:46][NH:45][CH2:44][CH2:43]1)[C:36]1[CH:41]=[CH:40][CH:39]=[CH:38][CH:37]=1, predict the reaction product. The product is: [CH2:35]([C:42]1([OH:48])[CH2:47][CH2:46][N:45]([C:11]([C:10]2[C:9]3[C:4](=[CH:5][CH:6]=[CH:7][CH:8]=3)[NH:3][C:2]=2[CH3:1])=[O:13])[CH2:44][CH2:43]1)[C:36]1[CH:37]=[CH:38][CH:39]=[CH:40][CH:41]=1. (5) Given the reactants [CH3:1][C:2]([C:4]1[CH:9]=[CH:8][C:7]([O:10][CH3:11])=[CH:6][C:5]=1[OH:12])=[O:3].[CH3:13][N:14]1[CH2:19][CH2:18][C:17](=O)[CH2:16][CH2:15]1.N1CCCC1, predict the reaction product. The product is: [CH3:11][O:10][C:7]1[CH:8]=[CH:9][C:4]2[C:2](=[O:3])[CH2:1][C:17]3([O:12][C:5]=2[CH:6]=1)[CH2:18][CH2:19][N:14]([CH3:13])[CH2:15][CH2:16]3. (6) Given the reactants [CH:1](=O)[C:2]1[CH:7]=[CH:6][CH:5]=[CH:4][CH:3]=1.[NH2:9][C:10]1[CH:11]=[C:12]2[C:16]3=[C:17]([CH2:19][S:20][CH2:21][CH2:22][N:15]3[C@H:14]3[CH2:23][CH2:24][N:25](C(OC(C)(C)C)=O)[CH2:26][C@@H:13]23)[CH:18]=1, predict the reaction product. The product is: [CH2:1]([NH:9][C:10]1[CH:11]=[C:12]2[C:16]3=[C:17]([CH2:19][S:20][CH2:21][CH2:22][N:15]3[C@H:14]3[CH2:23][CH2:24][NH:25][CH2:26][C@@H:13]23)[CH:18]=1)[C:2]1[CH:7]=[CH:6][CH:5]=[CH:4][CH:3]=1.